From a dataset of Reaction yield outcomes from USPTO patents with 853,638 reactions. Predict the reaction yield, written as a fraction of the theoretical maximum amount of product (1.0 means a 100% yield; for example, 0.34 means a 34% yield). (1) The reactants are [F:1][C:2]([F:25])([F:24])[O:3][C:4]1[CH:9]=[CH:8][C:7]([NH:10][C:11]2[C:12]3[CH:19]=[C:18]([C:20]([O:22]C)=[O:21])[S:17][C:13]=3[N:14]=[CH:15][N:16]=2)=[CH:6][CH:5]=1.[Li+].[OH-]. The catalyst is C1COCC1.O. The product is [F:25][C:2]([F:1])([F:24])[O:3][C:4]1[CH:5]=[CH:6][C:7]([NH:10][C:11]2[C:12]3[CH:19]=[C:18]([C:20]([OH:22])=[O:21])[S:17][C:13]=3[N:14]=[CH:15][N:16]=2)=[CH:8][CH:9]=1. The yield is 0.750. (2) The reactants are C([NH:5][S:6]([C:9]1[CH:14]=[CH:13][CH:12]=[C:11]([C:15]2[CH:20]=[C:19]([C:21]3[N:26]=[C:25]([C:27]4[CH:32]=[CH:31][C:30]([Cl:33])=[CH:29][CH:28]=4)[CH:24]=[C:23]([CH3:34])[N:22]=3)[CH:18]=[CH:17][N:16]=2)[CH:10]=1)(=[O:8])=[O:7])(C)(C)C.C(O)(C(F)(F)F)=O. The catalyst is ClCCl. The product is [Cl:33][C:30]1[CH:29]=[CH:28][C:27]([C:25]2[CH:24]=[C:23]([CH3:34])[N:22]=[C:21]([C:19]3[CH:18]=[CH:17][N:16]=[C:15]([C:11]4[CH:10]=[C:9]([S:6]([NH2:5])(=[O:7])=[O:8])[CH:14]=[CH:13][CH:12]=4)[CH:20]=3)[N:26]=2)=[CH:32][CH:31]=1. The yield is 0.460. (3) The reactants are Cl[CH2:2][CH2:3][O:4][C:5](=[O:30])[NH:6][C:7]1[CH:12]=[CH:11][C:10]([C:13]2[N:14]([CH2:28][CH3:29])[C:15]3[C:20]([C:21]=2[C:22]#[N:23])=[CH:19][CH:18]=[C:17]([O:24][CH:25]([CH3:27])[CH3:26])[CH:16]=3)=[CH:9][CH:8]=1.C([O-])([O-])=O.[K+].[K+].O. The catalyst is CN(C=O)C. The product is [CH2:28]([N:14]1[C:15]2[C:20](=[CH:19][CH:18]=[C:17]([O:24][CH:25]([CH3:27])[CH3:26])[CH:16]=2)[C:21]([C:22]#[N:23])=[C:13]1[C:10]1[CH:11]=[CH:12][C:7]([N:6]2[CH2:2][CH2:3][O:4][C:5]2=[O:30])=[CH:8][CH:9]=1)[CH3:29]. The yield is 0.810. (4) The reactants are [N:1]1[CH:6]=[CH:5][CH:4]=[C:3]([NH2:7])[N:2]=1.N1C=CC=CC=1.Cl[C:15]([O:17][CH2:18][C:19]([Cl:22])([Cl:21])[Cl:20])=[O:16]. The catalyst is O1CCCC1. The product is [N:1]1[CH:6]=[CH:5][CH:4]=[C:3]([NH:7][C:15](=[O:16])[O:17][CH2:18][C:19]([Cl:22])([Cl:21])[Cl:20])[N:2]=1. The yield is 0.0930.